Dataset: Reaction yield outcomes from USPTO patents with 853,638 reactions. Task: Predict the reaction yield, written as a fraction of the theoretical maximum amount of product (1.0 means a 100% yield; for example, 0.34 means a 34% yield). (1) The reactants are [N:1]([CH2:4][CH2:5][CH2:6][CH2:7][CH2:8][CH2:9][CH3:10])=[N+:2]=[N-:3].[CH3:11][C:12]([CH3:16])([CH3:15])[C:13]#[CH:14]. No catalyst specified. The product is [C:12]([C:13]1[N:3]=[N:2][N:1]([CH2:4][CH2:5][CH2:6][CH2:7][CH2:8][CH2:9][CH3:10])[CH:14]=1)([CH3:16])([CH3:15])[CH3:11]. The yield is 0.950. (2) The reactants are [CH3:1][CH:2]([N:4]1[C:8]2[N:9]=[C:10]([C:16]3[CH:21]=[CH:20][N:19]=[CH:18][CH:17]=3)[CH:11]=[C:12]([C:13](O)=[O:14])[C:7]=2[CH:6]=[N:5]1)[CH3:3].[NH2:22][CH2:23][C:24]1[C:25](=[O:34])[NH:26][C:27]([CH3:33])=[CH:28][C:29]=1[CH:30]([CH3:32])[CH3:31].C(O)(C(F)(F)F)=O.C1C=NC2N(O)N=NC=2C=1.C(Cl)CCl.CN1CCOCC1. The catalyst is CCOC(C)=O.O.CN(C=O)C. The product is [CH3:3][CH:2]([N:4]1[C:8]2[N:9]=[C:10]([C:16]3[CH:17]=[CH:18][N:19]=[CH:20][CH:21]=3)[CH:11]=[C:12]([C:13]([NH:22][CH2:23][C:24]3[C:25](=[O:34])[NH:26][C:27]([CH3:33])=[CH:28][C:29]=3[CH:30]([CH3:31])[CH3:32])=[O:14])[C:7]=2[CH:6]=[N:5]1)[CH3:1]. The yield is 0.270.